Task: Predict the reaction yield, written as a fraction of the theoretical maximum amount of product (1.0 means a 100% yield; for example, 0.34 means a 34% yield).. Dataset: Reaction yield outcomes from USPTO patents with 853,638 reactions (1) The reactants are [C:1]1(P([C:1]2[CH:6]=CC=[CH:3][CH:2]=2)[C:1]2[CH:6]=CC=[CH:3][CH:2]=2)[CH:6]=CC=[CH:3][CH:2]=1.C(O)CC=C.[Br:25][C:26]1[C:31]([OH:32])=[CH:30][CH:29]=[CH:28][N:27]=1.N(C(OC(C)C)=O)=NC(OC(C)C)=O. The catalyst is C1COCC1. The product is [Br:25][C:26]1[C:31]([O:32][CH2:3][CH2:2][CH:1]=[CH2:6])=[CH:30][CH:29]=[CH:28][N:27]=1. The yield is 0.890. (2) The catalyst is C(Cl)Cl. The yield is 0.760. The reactants are [F:1][C:2]([F:17])([F:16])[C:3]1[CH:4]=[C:5]([CH:9]=[C:10]([C:12]([F:15])([F:14])[F:13])[CH:11]=1)[C:6](Cl)=[O:7].[CH3:18][O:19][C:20]1[N:25]=[CH:24][C:23]([NH:26][CH3:27])=[C:22]([C:28]2[CH:33]=[CH:32][CH:31]=[CH:30][C:29]=2[CH3:34])[CH:21]=1.CCN(C(C)C)C(C)C. The product is [CH3:18][O:19][C:20]1[N:25]=[CH:24][C:23]([N:26]([CH3:27])[C:6](=[O:7])[C:5]2[CH:4]=[C:3]([C:2]([F:17])([F:16])[F:1])[CH:11]=[C:10]([C:12]([F:15])([F:14])[F:13])[CH:9]=2)=[C:22]([C:28]2[CH:33]=[CH:32][CH:31]=[CH:30][C:29]=2[CH3:34])[CH:21]=1. (3) The reactants are COC(OC)C1C=CC(I)=CC=1.C(=O)([O-])[O-].[Cs+].[Cs+].N1CCOCC1.C[O:26][CH:27](OC)[C:28]1[CH:33]=[CH:32][C:31]([N:34]2[CH2:39][CH2:38][O:37][CH2:36][CH2:35]2)=[CH:30][CH:29]=1.Cl.CCOCC.C(=O)(O)[O-].[Na+]. The catalyst is C1(C)C=CC=CC=1.C(O)(C)(C)C.C1COCC1. The product is [N:34]1([C:31]2[CH:30]=[CH:29][C:28]([CH:27]=[O:26])=[CH:33][CH:32]=2)[CH2:39][CH2:38][O:37][CH2:36][CH2:35]1. The yield is 0.750. (4) The reactants are [F:1][C:2]1[CH:7]=[C:6]([CH3:8])[CH:5]=[C:4]([CH3:9])[N:3]=1.[Cl:10]N1C(=O)CCC1=O.C(OOC(=O)C1C=CC=CC=1)(=O)C1C=CC=CC=1. The catalyst is C(Cl)(Cl)(Cl)Cl. The product is [Cl:10][CH2:8][C:6]1[CH:5]=[C:4]([CH3:9])[N:3]=[C:2]([F:1])[CH:7]=1. The yield is 0.130. (5) The product is [C:32]([N:35]1[CH2:36][CH2:37][N:38]([CH2:48][CH2:49][CH2:50][O:24][C:18]2[CH:17]=[C:16]3[C:21]([C:12]([O:11][C:10]4[C:2]([F:1])=[C:3]5[C:7](=[CH:8][CH:9]=4)[NH:6][C:5]([CH3:25])=[CH:4]5)=[N:13][CH:14]=[N:15]3)=[CH:20][C:19]=2[O:22][CH3:23])[CH2:39][CH2:40]1)(=[O:34])[CH3:33]. The reactants are [F:1][C:2]1[C:10]([O:11][C:12]2[C:21]3[C:16](=[CH:17][C:18]([OH:24])=[C:19]([O:22][CH3:23])[CH:20]=3)[N:15]=[CH:14][N:13]=2)=[CH:9][CH:8]=[C:7]2[C:3]=1[CH:4]=[C:5]([CH3:25])[NH:6]2.C(=O)([O-])[O-].[K+].[K+].[C:32]([N:35]1[CH2:40][CH2:39][N:38](OCCCCl)[CH2:37][CH2:36]1)(=[O:34])[CH3:33].CN1C[CH2:50][CH2:49][C:48]1=O. The yield is 0.710. No catalyst specified. (6) The reactants are [CH3:1][O:2][C:3](=[O:26])[C:4]1[CH:9]=[CH:8][C:7]([CH2:10][NH:11][CH:12]=[O:13])=[N:6][C:5]=1[NH:14][C:15]1[CH:20]=[CH:19][C:18]([Si](C)(C)C)=[CH:17][C:16]=1[F:25].[I:27]Cl. The catalyst is C(Cl)Cl. The product is [CH3:1][O:2][C:3](=[O:26])[C:4]1[CH:9]=[CH:8][C:7]([CH2:10][NH:11][CH:12]=[O:13])=[N:6][C:5]=1[NH:14][C:15]1[CH:20]=[CH:19][C:18]([I:27])=[CH:17][C:16]=1[F:25]. The yield is 1.00.